This data is from Reaction yield outcomes from USPTO patents with 853,638 reactions. The task is: Predict the reaction yield, written as a fraction of the theoretical maximum amount of product (1.0 means a 100% yield; for example, 0.34 means a 34% yield). (1) The reactants are [Cl:1][C:2]1[C:3]([O:12][C:13]2[CH:18]=[C:17]([O:19][CH2:20][CH2:21][O:22][CH3:23])[CH:16]=[CH:15][C:14]=2[CH2:24][OH:25])=[N:4][CH:5]=[C:6]([C:8]([F:11])([F:10])[F:9])[CH:7]=1.Cl[S:27]([N:30]=[C:31]=[O:32])(=[O:29])=[O:28].[CH2:33]([NH2:37])[CH2:34][CH2:35][CH3:36].Cl. The catalyst is C1(C)C=CC=CC=1.C(OCC)(=O)C.N1C=CC=CC=1. The product is [CH2:33]([NH:37][S:27]([NH:30][C:31](=[O:32])[O:25][CH2:24][C:14]1[CH:15]=[CH:16][C:17]([O:19][CH2:20][CH2:21][O:22][CH3:23])=[CH:18][C:13]=1[O:12][C:3]1[C:2]([Cl:1])=[CH:7][C:6]([C:8]([F:9])([F:11])[F:10])=[CH:5][N:4]=1)(=[O:29])=[O:28])[CH2:34][CH2:35][CH3:36]. The yield is 0.710. (2) The reactants are [OH:1][CH2:2][C:3]1([CH2:6][OH:7])[CH2:5][CH2:4]1.O[N:9]1[C:13](=[O:14])[C:12]2=[CH:15][CH:16]=[CH:17][CH:18]=[C:11]2[C:10]1=[O:19].C1(P(C2C=CC=CC=2)C2C=CC=CC=2)C=CC=CC=1.N(C(OCC)=O)=NC(OCC)=O. The catalyst is O1CCCC1. The product is [OH:1][CH2:2][C:3]1([CH2:6][O:7][N:9]2[C:13](=[O:14])[C:12]3[C:11](=[CH:18][CH:17]=[CH:16][CH:15]=3)[C:10]2=[O:19])[CH2:5][CH2:4]1. The yield is 0.570. (3) The reactants are [CH3:1][C:2]1([CH3:13])[O:6][C@@H:5]([CH2:7][O:8][CH2:9][CH2:10][CH2:11][OH:12])[CH2:4][O:3]1.C(N(CC)CC)C.[CH3:21][S:22](Cl)(=[O:24])=[O:23].P([O-])([O-])(O)=O.[K+].[K+]. The catalyst is O1CCCC1. The product is [CH3:21][S:22]([O:12][CH2:11][CH2:10][CH2:9][O:8][CH2:7][C@H:5]1[CH2:4][O:3][C:2]([CH3:13])([CH3:1])[O:6]1)(=[O:24])=[O:23]. The yield is 0.750. (4) The reactants are Br[C:2]1[CH:7]=[C:6]([O:8][CH3:9])[C:5]([O:10][CH3:11])=[CH:4][C:3]=1[CH:12]1[O:16]CCO1.C([Li])CCC.[CH3:22][N:23]([CH3:27])[C:24](Cl)=[O:25].Cl. The catalyst is O1CCCC1. The product is [CH:12]([C:3]1[CH:4]=[C:5]([O:10][CH3:11])[C:6]([O:8][CH3:9])=[CH:7][C:2]=1[C:24]([N:23]([CH3:27])[CH3:22])=[O:25])=[O:16]. The yield is 0.790. (5) The catalyst is COCCOC.O.C1C=CC([P]([Pd]([P](C2C=CC=CC=2)(C2C=CC=CC=2)C2C=CC=CC=2)([P](C2C=CC=CC=2)(C2C=CC=CC=2)C2C=CC=CC=2)[P](C2C=CC=CC=2)(C2C=CC=CC=2)C2C=CC=CC=2)(C2C=CC=CC=2)C2C=CC=CC=2)=CC=1. The product is [CH2:33]1[C:34]2=[C:43]3[C:38](=[CH:37][CH:36]=[CH:35]2)[C:39]([C:2]2[C:7]([CH:8]([CH2:13][CH2:14][CH3:15])[C:9]([O:11][CH3:12])=[O:10])=[C:6]([CH3:16])[N:5]=[C:4]([N:17]4[CH2:22][CH2:21][CH2:20][CH2:19][CH2:18]4)[N:3]=2)=[CH:40][CH:41]=[C:42]3[CH2:32]1. The yield is 0.360. The reactants are Cl[C:2]1[C:7]([CH:8]([CH2:13][CH2:14][CH3:15])[C:9]([O:11][CH3:12])=[O:10])=[C:6]([CH3:16])[N:5]=[C:4]([N:17]2[CH2:22][CH2:21][CH2:20][CH2:19][CH2:18]2)[N:3]=1.C(N(CC)C(C)C)(C)C.[CH2:32]1[C:42]2=[C:43]3[C:38](=[CH:39][CH:40]=[CH:41]2)[C:37](B2OC(C)(C)C(C)(C)O2)=[CH:36][CH:35]=[C:34]3[CH2:33]1.